Predict the product of the given reaction. From a dataset of Forward reaction prediction with 1.9M reactions from USPTO patents (1976-2016). (1) Given the reactants C(O[I:5]([C:10]1[CH:15]=[CH:14][CH:13]=[CH:12][CH:11]=1)OC(=O)C)(=O)C.[Si]([O:20][S:21]([C:24]([F:27])([F:26])[F:25])(=[O:23])=[O:22])(C)(C)C.[CH3:28][O:29][C:30]1[CH:35]=[CH:34][N:33]=[CH:32][CH:31]=1, predict the reaction product. The product is: [F:25][C:24]([F:27])([F:26])[S:21]([O-:23])(=[O:22])=[O:20].[F:25][C:24]([F:27])([F:26])[S:21]([O-:23])(=[O:22])=[O:20].[C:10]1([I:5]([N+:33]2[CH:34]=[CH:35][C:30]([O:29][CH3:28])=[CH:31][CH:32]=2)[N+:33]2[CH:34]=[CH:35][C:30]([O:29][CH3:28])=[CH:31][CH:32]=2)[CH:11]=[CH:12][CH:13]=[CH:14][CH:15]=1. (2) Given the reactants [OH:1][CH:2]1[CH2:5][N:4]([C:6]2[S:7][CH:8]=[C:9]([C:11]([N:13]3[CH2:16][CH:15]([NH:17][C:18]([O:20][CH2:21][C:22]4[CH:27]=[CH:26][C:25]([N+:28]([O-:30])=[O:29])=[CH:24][CH:23]=4)=[O:19])[CH2:14]3)=[O:12])[N:10]=2)[CH2:3]1.[CH3:31][S:32](Cl)(=[O:34])=[O:33].C(N(CC)CC)C, predict the reaction product. The product is: [CH3:31][S:32]([O:1][CH:2]1[CH2:5][N:4]([C:6]2[S:7][CH:8]=[C:9]([C:11]([N:13]3[CH2:14][CH:15]([NH:17][C:18]([O:20][CH2:21][C:22]4[CH:27]=[CH:26][C:25]([N+:28]([O-:30])=[O:29])=[CH:24][CH:23]=4)=[O:19])[CH2:16]3)=[O:12])[N:10]=2)[CH2:3]1)(=[O:34])=[O:33]. (3) The product is: [CH2:36]([O:35][C:33]([NH:1][C@H:2]([C:17]1[CH:18]=[CH:19][CH:20]=[CH:21][CH:22]=1)[C:3]12[N:9]([C:10]([O:12][C:13]([CH3:16])([CH3:14])[CH3:15])=[O:11])[CH:6]([CH2:7][CH2:8]1)[CH2:5][CH2:4]2)=[O:34])[C:37]1[CH:42]=[CH:41][CH:40]=[CH:39][CH:38]=1. Given the reactants [NH2:1][C@H:2]([C:17]1[CH:22]=[CH:21][CH:20]=[CH:19][CH:18]=1)[C:3]12[N:9]([C:10]([O:12][C:13]([CH3:16])([CH3:15])[CH3:14])=[O:11])[CH:6]([CH2:7][CH2:8]1)[CH2:5][CH2:4]2.CCN(C(C)C)C(C)C.Cl[C:33]([O:35][CH2:36][C:37]1[CH:42]=[CH:41][CH:40]=[CH:39][CH:38]=1)=[O:34], predict the reaction product. (4) Given the reactants Cl[CH2:2][CH2:3][CH2:4][S:5]([O:8][CH2:9][C:10]([CH3:25])([CH3:24])[C@@H:11]([OH:23])[C:12]([O:14][C@H:15]([C:17]1[CH:22]=[CH:21][CH:20]=[CH:19][CH:18]=1)[CH3:16])=[O:13])(=[O:7])=[O:6].[N-:26]=[N+:27]=[N-:28].[Na+], predict the reaction product. The product is: [N:26]([CH2:2][CH2:3][CH2:4][S:5]([O:8][CH2:9][C:10]([CH3:25])([CH3:24])[C@@H:11]([OH:23])[C:12]([O:14][C@H:15]([C:17]1[CH:22]=[CH:21][CH:20]=[CH:19][CH:18]=1)[CH3:16])=[O:13])(=[O:7])=[O:6])=[N+:27]=[N-:28].